From a dataset of Full USPTO retrosynthesis dataset with 1.9M reactions from patents (1976-2016). Predict the reactants needed to synthesize the given product. (1) Given the product [CH3:1][O:2][C:3](=[O:43])[C:4]1[CH:9]=[CH:8][C:7]([NH:10][C:11]([C@H:13]2[C@H:17]([C:18]3[CH:23]=[CH:22][CH:21]=[C:20]([Cl:24])[C:19]=3[F:25])[C@:16]([C:28]3[CH:33]=[CH:32][C:31]([Cl:34])=[CH:30][C:29]=3[F:35])([C:26]#[N:27])[C@H:15]([CH2:36][C:37]([CH3:39])([CH3:38])[CH3:40])[N:14]2[CH2:47][CH:44]2[CH2:46][CH2:45]2)=[O:12])=[CH:6][C:5]=1[O:41][CH3:42], predict the reactants needed to synthesize it. The reactants are: [CH3:1][O:2][C:3](=[O:43])[C:4]1[CH:9]=[CH:8][C:7]([NH:10][C:11]([C@H:13]2[C@H:17]([C:18]3[CH:23]=[CH:22][CH:21]=[C:20]([Cl:24])[C:19]=3[F:25])[C@:16]([C:28]3[CH:33]=[CH:32][C:31]([Cl:34])=[CH:30][C:29]=3[F:35])([C:26]#[N:27])[C@H:15]([CH2:36][C:37]([CH3:40])([CH3:39])[CH3:38])[NH:14]2)=[O:12])=[CH:6][C:5]=1[O:41][CH3:42].[CH:44]1([CH:47]=O)[CH2:46][CH2:45]1.CC(O)=O.C(O[BH-](OC(=O)C)OC(=O)C)(=O)C.[Na+]. (2) Given the product [OH:16][CH:15]([C:13]1[CH:12]=[CH:11][C:9]2[N:10]=[C:6]([C:2]3[S:1][CH:5]=[CH:4][CH:3]=3)[O:7][C:8]=2[CH:14]=1)/[CH:18]=[CH:19]/[C:20]([O:22][CH2:23][CH3:24])=[O:21], predict the reactants needed to synthesize it. The reactants are: [S:1]1[CH:5]=[CH:4][CH:3]=[C:2]1[C:6]1[O:7][C:8]2[CH:14]=[C:13]([CH:15]=[O:16])[CH:12]=[CH:11][C:9]=2[N:10]=1.I/[CH:18]=[CH:19]/[C:20]([O:22][CH2:23][CH3:24])=[O:21].[Cl-].[NH4+].